From a dataset of Reaction yield outcomes from USPTO patents with 853,638 reactions. Predict the reaction yield, written as a fraction of the theoretical maximum amount of product (1.0 means a 100% yield; for example, 0.34 means a 34% yield). (1) The yield is 0.660. The catalyst is CCO. The reactants are [C:1]([C:4]1[CH:9]=[N:8][N:7]2[CH:10]=[C:11]([C:13]3[CH:14]=[N:15][C:16]([CH2:19][N:20]4C(=O)C5C(=CC=CC=5)C4=O)=[CH:17][CH:18]=3)[CH:12]=[C:6]2[C:5]=1[NH:31][C@H:32]1[C@@H:36]([CH2:37][CH3:38])[CH2:35][N:34]([C:39]([O:41][CH2:42][C:43]2[CH:48]=[CH:47][CH:46]=[CH:45][CH:44]=2)=[O:40])[CH2:33]1)(=[O:3])[NH2:2].O.NN.C1COCC1. The product is [NH2:20][CH2:19][C:16]1[N:15]=[CH:14][C:13]([C:11]2[CH:12]=[C:6]3[C:5]([NH:31][C@H:32]4[C@@H:36]([CH2:37][CH3:38])[CH2:35][N:34]([C:39]([O:41][CH2:42][C:43]5[CH:44]=[CH:45][CH:46]=[CH:47][CH:48]=5)=[O:40])[CH2:33]4)=[C:4]([C:1](=[O:3])[NH2:2])[CH:9]=[N:8][N:7]3[CH:10]=2)=[CH:18][CH:17]=1. (2) The reactants are [Br:1][C:2]1[CH:7]=[CH:6][C:5](CC#N)=[CH:4][CH:3]=1.Br[CH2:12][CH2:13]Br.[OH-:15].[Na+].C([O:19][CH2:20][CH3:21])C. The catalyst is [Cl-].C([N+](CC)(CC)CC)C1C=CC=CC=1. The product is [Br:1][C:2]1[CH:3]=[CH:4][C:5]([C:21]2([C:20]([OH:19])=[O:15])[CH2:13][CH2:12]2)=[CH:6][CH:7]=1. The yield is 0.510. (3) The reactants are [NH2:1][C:2]([C:4]1[CH:8]=[C:7]([C:9]([OH:11])=O)[N:6]([C:12]2[CH:17]=[CH:16][C:15]([F:18])=[C:14]([C:19]#[N:20])[CH:13]=2)[N:5]=1)=[O:3].[N:21]1[CH:26]=[CH:25][CH:24]=[CH:23][CH:22]=1.C(N=[C:31]=[N:32][CH:33]([CH3:35])[CH3:34])(C)C.Cl. The catalyst is CN(C=O)C. The product is [C:19]([C:14]1[CH:13]=[C:12]([N:6]2[C:7]([C:9]([N:21]3[C:23]4[C:24](=[CH:35][C:33]([N:32]5[CH2:31][CH2:9][CH2:7][CH2:8][CH2:4][C:2]5=[O:3])=[CH:34][CH:22]=4)[CH2:25][CH2:26]3)=[O:11])=[CH:8][C:4]([C:2]([NH2:1])=[O:3])=[N:5]2)[CH:17]=[CH:16][C:15]=1[F:18])#[N:20]. The yield is 0.490. (4) The reactants are [N:1]1([C:12]([O:14][CH2:15][C:16]2[CH:21]=[CH:20][CH:19]=[CH:18][CH:17]=2)=[O:13])[CH2:6][CH2:5][CH2:4][CH:3]([C:7]([O:9][CH2:10][CH3:11])=[O:8])[CH2:2]1.C[Si]([N-][Si](C)(C)C)(C)C.[Na+].Br[CH2:33][CH:34]=[C:35]([CH3:37])[CH3:36]. The catalyst is C1COCC1. The product is [CH3:36][C:35]([CH3:37])=[CH:34][CH2:33][C:3]1([C:7]([O:9][CH2:10][CH3:11])=[O:8])[CH2:4][CH2:5][CH2:6][N:1]([C:12]([O:14][CH2:15][C:16]2[CH:21]=[CH:20][CH:19]=[CH:18][CH:17]=2)=[O:13])[CH2:2]1. The yield is 0.940. (5) The reactants are [NH2:1][C:2]1[CH:10]=[CH:9][CH:8]=[C:7]([O:11][CH3:12])[C:3]=1[C:4]([OH:6])=O.N1[CH:17]=[CH:16]N=C1.C(Cl)(=O)C.Cl.[NH2:23][CH:24]1[CH2:29][CH2:28][C:27](=[O:30])[NH:26][C:25]1=[O:31].P(OC1C=CC=CC=1)(OC1C=CC=CC=1)OC1C=CC=CC=1. The catalyst is C(#N)C.O. The product is [CH3:12][O:11][C:7]1[CH:8]=[CH:9][CH:10]=[C:2]2[C:3]=1[C:4](=[O:6])[N:23]([CH:24]1[CH2:29][CH2:28][C:27](=[O:30])[NH:26][C:25]1=[O:31])[C:16]([CH3:17])=[N:1]2. The yield is 0.350. (6) The reactants are [Br:1][C:2]1[CH:8]=[CH:7][C:5]([NH2:6])=[CH:4][CH:3]=1.N1C=CC=CC=1.[Cl:15][CH2:16][CH2:17][CH2:18][S:19](Cl)(=[O:21])=[O:20]. The catalyst is C(Cl)Cl.C(OCC)(=O)C. The product is [Br:1][C:2]1[CH:8]=[CH:7][C:5]([NH:6][S:19]([CH2:18][CH2:17][CH2:16][Cl:15])(=[O:21])=[O:20])=[CH:4][CH:3]=1. The yield is 0.770. (7) The reactants are [Cl:1][C:2]1[N:7]=[C:6](Cl)[C:5]([F:9])=[CH:4][N:3]=1.[CH3:10][Mg]Br.CCOCC. The catalyst is C1COCC1.CN1C(=O)CCC1. The product is [Cl:1][C:2]1[N:7]=[C:6]([CH3:10])[C:5]([F:9])=[CH:4][N:3]=1. The yield is 0.480.